Dataset: Full USPTO retrosynthesis dataset with 1.9M reactions from patents (1976-2016). Task: Predict the reactants needed to synthesize the given product. Given the product [Br:19][C:3]1[CH:4]=[C:5]2[C:9](=[CH:10][C:2]=1[F:1])[NH:8][C:7](=[O:11])[CH2:6]2, predict the reactants needed to synthesize it. The reactants are: [F:1][C:2]1[CH:10]=[C:9]2[C:5]([CH2:6][C:7](=[O:11])[NH:8]2)=[CH:4][CH:3]=1.C1C(=O)N([Br:19])C(=O)C1.